This data is from Reaction yield outcomes from USPTO patents with 853,638 reactions. The task is: Predict the reaction yield, written as a fraction of the theoretical maximum amount of product (1.0 means a 100% yield; for example, 0.34 means a 34% yield). The reactants are [CH2:1]([N:4]1[CH:8]=[C:7]([C:9]2[CH:18]=[C:17]([O:19][CH2:20][CH2:21][C@@H:22]3[NH:36][C:35](=[O:37])[N:34]([CH3:38])[CH2:33][CH2:32][CH2:31][CH2:30][CH:29]=[CH:28][C@H:27]4[C@@:25]([C:39](O)=[O:40])([CH2:26]4)[NH:24][C:23]3=[O:42])[C:16]3[C:11](=[C:12]([CH3:45])[C:13]([O:43][CH3:44])=[CH:14][CH:15]=3)[N:10]=2)[CH:6]=[N:5]1)[CH2:2][CH3:3].[CH3:46][C:47]1([S:50]([NH2:53])(=[O:52])=[O:51])[CH2:49][CH2:48]1. No catalyst specified. The product is [CH2:1]([N:4]1[CH:8]=[C:7]([C:9]2[CH:18]=[C:17]([O:19][CH2:20][CH2:21][C@@H:22]3[NH:36][C:35](=[O:37])[N:34]([CH3:38])[CH2:33][CH2:32][CH2:31][CH2:30][CH:29]=[CH:28][C@H:27]4[C@@:25]([C:39]([NH:53][S:50]([C:47]5([CH3:46])[CH2:49][CH2:48]5)(=[O:52])=[O:51])=[O:40])([CH2:26]4)[NH:24][C:23]3=[O:42])[C:16]3[C:11](=[C:12]([CH3:45])[C:13]([O:43][CH3:44])=[CH:14][CH:15]=3)[N:10]=2)[CH:6]=[N:5]1)[CH2:2][CH3:3]. The yield is 0.0700.